This data is from Reaction yield outcomes from USPTO patents with 853,638 reactions. The task is: Predict the reaction yield, written as a fraction of the theoretical maximum amount of product (1.0 means a 100% yield; for example, 0.34 means a 34% yield). (1) The reactants are C[O:2][C:3]([C:5]1([C:8]2[CH:13]=[CH:12][C:11]([C:14]3[CH:19]=[CH:18][C:17]([C:20]4[N:21]=[N:22][N:23]([CH3:41])[C:24]=4[NH:25][C:26]([O:28][CH:29]([C:31]4[CH:36]=[CH:35][CH:34]=[C:33]([C:37]([F:40])([F:39])[F:38])[CH:32]=4)[CH3:30])=[O:27])=[CH:16][CH:15]=3)=[CH:10][CH:9]=2)[CH2:7][CH2:6]1)=[O:4].C1COCC1.[OH-].[Na+]. The catalyst is C(O)C. The product is [CH3:41][N:23]1[C:24]([NH:25][C:26]([O:28][CH:29]([C:31]2[CH:36]=[CH:35][CH:34]=[C:33]([C:37]([F:38])([F:39])[F:40])[CH:32]=2)[CH3:30])=[O:27])=[C:20]([C:17]2[CH:18]=[CH:19][C:14]([C:11]3[CH:10]=[CH:9][C:8]([C:5]4([C:3]([OH:4])=[O:2])[CH2:7][CH2:6]4)=[CH:13][CH:12]=3)=[CH:15][CH:16]=2)[N:21]=[N:22]1. The yield is 1.00. (2) The reactants are [C:1]([O:5][C:6]([N:8]1[C:16]2[C:11](=[CH:12][C:13]([NH2:17])=[CH:14][CH:15]=2)[C:10]([NH2:18])=[N:9]1)=[O:7])([CH3:4])([CH3:3])[CH3:2].C1CN([P+](Br)(N2CCCC2)N2CCCC2)CC1.F[P-](F)(F)(F)(F)F.[C:43]([O:47][C:48]([NH:50][CH2:51][CH2:52][CH:53]([C:57]1[CH:62]=[CH:61][C:60]([Cl:63])=[C:59]([Cl:64])[CH:58]=1)[C:54](O)=[O:55])=[O:49])([CH3:46])([CH3:45])[CH3:44].C(N(C(C)C)CC)(C)C. The catalyst is ClCCl. The product is [C:1]([O:5][C:6]([N:8]1[C:16]2[C:11](=[CH:12][C:13]([NH:17][C:54](=[O:55])[CH:53]([C:57]3[CH:62]=[CH:61][C:60]([Cl:63])=[C:59]([Cl:64])[CH:58]=3)[CH2:52][CH2:51][NH:50][C:48]([O:47][C:43]([CH3:46])([CH3:45])[CH3:44])=[O:49])=[CH:14][CH:15]=2)[C:10]([NH2:18])=[N:9]1)=[O:7])([CH3:4])([CH3:2])[CH3:3]. The yield is 0.580. (3) The reactants are O.[OH-].[Li+].C[O:5][C:6](=[O:34])[CH2:7][CH:8]([N:13]1[C:17]2[CH:18]=[CH:19][CH:20]=[CH:21][C:16]=2[N:15]([CH2:22][C:23]2[C:24]3[C:31]([CH3:32])=[CH:30][CH:29]=[CH:28][C:25]=3[S:26][CH:27]=2)[C:14]1=[O:33])[CH2:9][C:10]([OH:12])=[O:11].Cl. The catalyst is O.CO. The product is [CH3:32][C:31]1[C:24]2[C:23]([CH2:22][N:15]3[C:16]4[CH:21]=[CH:20][CH:19]=[CH:18][C:17]=4[N:13]([CH:8]([CH2:9][C:10]([OH:12])=[O:11])[CH2:7][C:6]([OH:34])=[O:5])[C:14]3=[O:33])=[CH:27][S:26][C:25]=2[CH:28]=[CH:29][CH:30]=1. The yield is 0.870. (4) The reactants are [N:1]1[C:10]2[C:5](=[CH:6][CH:7]=[CH:8][CH:9]=2)[CH:4]=[C:3]([CH:11]=[O:12])[CH:2]=1.[BH4-].[Na+].O. The catalyst is CO. The product is [N:1]1[C:10]2[C:5](=[CH:6][CH:7]=[CH:8][CH:9]=2)[CH:4]=[C:3]([CH2:11][OH:12])[CH:2]=1. The yield is 0.900. (5) The reactants are O=[C:2]1[CH:7]([C:8]2[CH:13]=[CH:12][CH:11]=[CH:10][CH:9]=2)[NH:6][CH2:5][CH2:4][NH:3]1.O.[OH-].[Na+]. The catalyst is C1COCC1. The product is [C:8]1([CH:7]2[CH2:2][NH:3][CH2:4][CH2:5][NH:6]2)[CH:9]=[CH:10][CH:11]=[CH:12][CH:13]=1. The yield is 0.600. (6) The reactants are [NH2:1][C:2]1[CH:6]=[C:5]([C:7]2[CH:12]=[CH:11][C:10]([Cl:13])=[CH:9][CH:8]=2)[S:4][C:3]=1[C:14]([OH:16])=O.[NH2:17][C:18]1([C:24]([O:26][CH3:27])=[O:25])[CH2:23][CH2:22][CH2:21][CH2:20][CH2:19]1.C(N(CC)CC)C.CN(C(ON1N=NC2C=CC=NC1=2)=[N+](C)C)C.F[P-](F)(F)(F)(F)F. The catalyst is CN(C=O)C.C(OCC)(=O)C. The product is [NH2:1][C:2]1[CH:6]=[C:5]([C:7]2[CH:8]=[CH:9][C:10]([Cl:13])=[CH:11][CH:12]=2)[S:4][C:3]=1[C:14]([NH:17][C:18]1([C:24]([O:26][CH3:27])=[O:25])[CH2:23][CH2:22][CH2:21][CH2:20][CH2:19]1)=[O:16]. The yield is 0.0900. (7) The reactants are [N:1]1([C:6]2[CH:13]=[CH:12][C:9]([C:10]#[N:11])=[CH:8][CH:7]=2)[CH:5]=[CH:4][N:3]=[N:2]1.[Li]C(C)(C)C.[Sn:19](Cl)([CH2:28][CH2:29][CH2:30][CH3:31])([CH2:24][CH2:25][CH2:26][CH3:27])[CH2:20][CH2:21][CH2:22][CH3:23]. The catalyst is C1COCC1. The product is [CH2:28]([Sn:19]([CH2:20][CH2:21][CH2:22][CH3:23])([CH2:24][CH2:25][CH2:26][CH3:27])[C:5]1[N:1]([C:6]2[CH:7]=[CH:8][C:9]([C:10]#[N:11])=[CH:12][CH:13]=2)[N:2]=[N:3][CH:4]=1)[CH2:29][CH2:30][CH3:31]. The yield is 0.430.